Predict the product of the given reaction. From a dataset of Forward reaction prediction with 1.9M reactions from USPTO patents (1976-2016). (1) The product is: [CH3:1][O:2][C:3](=[O:37])[C:4]1[CH:9]=[CH:8][CH:7]=[C:6]([S:10]([N:13]2[C:17]3=[CH:18][CH:19]=[C:20]([I:45])[C:21](=[O:22])[N:16]3[C@H:15]([C:23]3[CH:28]=[CH:27][C:26]([Cl:29])=[CH:25][CH:24]=3)[C@@H:14]2[C:30]2[CH:31]=[CH:32][C:33]([Cl:36])=[CH:34][CH:35]=2)(=[O:11])=[O:12])[CH:5]=1. Given the reactants [CH3:1][O:2][C:3](=[O:37])[C:4]1[CH:9]=[CH:8][CH:7]=[C:6]([S:10]([N:13]2[C:17]3=[CH:18][CH:19]=[CH:20][C:21](=[O:22])[N:16]3[C@H:15]([C:23]3[CH:28]=[CH:27][C:26]([Cl:29])=[CH:25][CH:24]=3)[C@@H:14]2[C:30]2[CH:35]=[CH:34][C:33]([Cl:36])=[CH:32][CH:31]=2)(=[O:12])=[O:11])[CH:5]=1.C1C(=O)N([I:45])C(=O)C1, predict the reaction product. (2) Given the reactants I[C:2]1[CH:7]=[CH:6][CH:5]=[CH:4][N:3]=1.[C:8]([O:14][CH2:15][CH3:16])(=[O:13])[CH2:9][CH2:10][C:11]#[CH:12], predict the reaction product. The product is: [N:3]1[CH:4]=[CH:5][CH:6]=[CH:7][C:2]=1[C:12]#[C:11][CH2:10][CH2:9][C:8]([O:14][CH2:15][CH3:16])=[O:13]. (3) Given the reactants Cl[CH2:2][C:3]1[CH:13]=[CH:12][C:6]2[N:7]=[C:8]([S:10][CH3:11])[S:9][C:5]=2[CH:4]=1.[NH:14]1[CH:18]=[C:17]([C:19]([O:21][CH3:22])=[O:20])[N:16]=[CH:15]1.C([O-])([O-])=O.[K+].[K+], predict the reaction product. The product is: [CH3:11][S:10][C:8]1[S:9][C:5]2[CH:4]=[C:3]([CH2:2][N:14]3[CH:18]=[C:17]([C:19]([O:21][CH3:22])=[O:20])[N:16]=[CH:15]3)[CH:13]=[CH:12][C:6]=2[N:7]=1. (4) The product is: [CH3:13][C:14]1[CH:19]=[C:18]([C:2]2[N:7]=[C:6]([C:8]([O:10][CH3:11])=[O:9])[C:5]([N:30]3[CH2:35][CH2:34][O:33][CH2:32][CH2:31]3)=[N:4][CH:3]=2)[CH:17]=[N:16][CH:15]=1. Given the reactants Br[C:2]1[N:7]=[C:6]([C:8]([O:10][CH3:11])=[O:9])[C:5](Cl)=[N:4][CH:3]=1.[CH3:13][C:14]1[CH:15]=[N:16][CH:17]=[C:18](B(O)O)[CH:19]=1.C([O-])([O-])=O.[Cs+].[Cs+].O.[NH:30]1[CH2:35][CH2:34][O:33][CH2:32][CH2:31]1, predict the reaction product. (5) Given the reactants [C:1]([O:5][C:6]([N:8]1[CH2:19][CH:18]2[CH2:20][CH:10]([CH2:11][C:12]3[C:13]([O:21]C)=[N:14][CH:15]=[CH:16][C:17]=32)[CH2:9]1)=[O:7])([CH3:4])([CH3:3])[CH3:2].[CH3:23]I, predict the reaction product. The product is: [C:1]([O:5][C:6]([N:8]1[CH2:19][CH:18]2[CH2:20][CH:10]([CH2:11][C:12]3[C:13](=[O:21])[N:14]([CH3:23])[CH:15]=[CH:16][C:17]=32)[CH2:9]1)=[O:7])([CH3:4])([CH3:2])[CH3:3]. (6) The product is: [ClH:40].[C:34]1([CH:7]([C:1]2[CH:2]=[CH:3][CH:4]=[CH:5][CH:6]=2)[CH2:8][NH:9][C:10]2[N:18]=[C:17]([CH2:19][NH:20][S:21]([CH2:24][CH:25]([CH3:27])[CH3:26])(=[O:22])=[O:23])[N:16]=[C:15]3[C:11]=2[N:12]=[CH:13][NH:14]3)[CH:35]=[CH:36][CH:37]=[CH:38][CH:39]=1. Given the reactants [C:1]1([CH:7]([C:34]2[CH:39]=[CH:38][CH:37]=[CH:36][CH:35]=2)[CH2:8][NH:9][C:10]2[N:18]=[C:17]([CH2:19][NH:20][S:21]([CH2:24][CH:25]([CH3:27])[CH3:26])(=[O:23])=[O:22])[N:16]=[C:15]3[C:11]=2[N:12]=[CH:13][N:14]3C2CCCCO2)[CH:6]=[CH:5][CH:4]=[CH:3][CH:2]=1.[ClH:40], predict the reaction product. (7) Given the reactants [O:1]=[C:2]1[C:11]2[C:6](=[CH:7][CH:8]=[CH:9][CH:10]=2)[C:5]([C:12]2[CH:17]=[CH:16][CH:15]=[CH:14][CH:13]=2)=[C:4]([CH:18]([NH:20]C(=O)OC(C)(C)C)[CH3:19])[O:3]1.[ClH:28].O1CCOCC1, predict the reaction product. The product is: [ClH:28].[NH2:20][CH:18]([C:4]1[O:3][C:2](=[O:1])[C:11]2[C:6]([C:5]=1[C:12]1[CH:17]=[CH:16][CH:15]=[CH:14][CH:13]=1)=[CH:7][CH:8]=[CH:9][CH:10]=2)[CH3:19]. (8) The product is: [CH3:7][O:6][C:4](=[O:5])[C:3](=[CH:23][CH:20]1[CH2:19][CH2:18][CH:17]([O:16][Si:15]([C:11]([CH3:12])([CH3:14])[CH3:13])([CH3:26])[CH3:25])[CH2:22][CH2:21]1)[CH2:2][C:1]([OH:9])=[O:8]. Given the reactants [C:1]([O:9]C)(=[O:8])[CH2:2][CH2:3][C:4]([O:6][CH3:7])=[O:5].[C:11]([Si:15]([CH3:26])([CH3:25])[O:16][CH:17]1[CH2:22][CH2:21][CH:20]([CH:23]=O)[CH2:19][CH2:18]1)([CH3:14])([CH3:13])[CH3:12].CC(C)([O-])C.[K+].C(O)(C)(C)C.Cl, predict the reaction product. (9) Given the reactants [C:1]([C:5]1[CH:10]=[CH:9][CH:8]=[CH:7][C:6]=1[OH:11])([CH3:4])([CH3:3])[CH3:2].[OH:12]O, predict the reaction product. The product is: [C:1]([C:5]1[C:6](=[O:11])[CH:7]=[CH:8][C:9](=[O:12])[CH:10]=1)([CH3:4])([CH3:2])[CH3:3].